This data is from Peptide-MHC class II binding affinity with 134,281 pairs from IEDB. The task is: Regression. Given a peptide amino acid sequence and an MHC pseudo amino acid sequence, predict their binding affinity value. This is MHC class II binding data. (1) The peptide sequence is KTLGVNMVRRGVRSL. The MHC is HLA-DQA10501-DQB10402 with pseudo-sequence HLA-DQA10501-DQB10402. The binding affinity (normalized) is 0.603. (2) The binding affinity (normalized) is 0.105. The peptide sequence is KTIAYDEEARR. The MHC is DRB1_0401 with pseudo-sequence DRB1_0401. (3) The peptide sequence is KLAQRRVFHGVAKNP. The MHC is HLA-DQA10201-DQB10301 with pseudo-sequence HLA-DQA10201-DQB10301. The binding affinity (normalized) is 0.376. (4) The peptide sequence is TLSVTFIGAAPLILSY. The MHC is HLA-DPA10103-DPB10401 with pseudo-sequence HLA-DPA10103-DPB10401. The binding affinity (normalized) is 0.627. (5) The peptide sequence is SCTMPPVSFHGSDGC. The MHC is DRB1_0901 with pseudo-sequence DRB1_0901. The binding affinity (normalized) is 0.466. (6) The peptide sequence is IEFRFYKEITNVFRG. The MHC is HLA-DQA10102-DQB10502 with pseudo-sequence HLA-DQA10102-DQB10502. The binding affinity (normalized) is 0.204. (7) The peptide sequence is ITSMCEEMINWLNFD. The MHC is DRB1_0101 with pseudo-sequence DRB1_0101. The binding affinity (normalized) is 0.385.